This data is from Full USPTO retrosynthesis dataset with 1.9M reactions from patents (1976-2016). The task is: Predict the reactants needed to synthesize the given product. Given the product [CH2:1]([O:3][C:4]([C:6]1[CH:7]=[C:8]2[C:13](=[CH:14][CH:15]=1)[NH:12][CH:11]([C:16]1[CH:21]=[C:20]([CH3:22])[CH:19]=[C:18]([Br:23])[CH:17]=1)[C:10]([CH3:24])([CH3:25])[CH2:9]2)=[O:5])[CH3:2], predict the reactants needed to synthesize it. The reactants are: [CH2:1]([O:3][C:4]([C:6]1[CH:7]=[C:8]2[C:13](=[CH:14][CH:15]=1)[NH:12][CH:11]([C:16]1[CH:21]=[C:20]([CH3:22])[CH:19]=[C:18]([Br:23])[CH:17]=1)[C:10]([CH3:25])([CH3:24])[CH:9]2O)=[O:5])[CH3:2].C([SiH](CC)CC)C.